Task: Predict the product of the given reaction.. Dataset: Forward reaction prediction with 1.9M reactions from USPTO patents (1976-2016) (1) The product is: [Br:8][C:7]1[C:2]2[N:1]=[C:12]([C:13]3[CH:18]=[CH:17][C:16]([CH:19]([CH3:21])[CH3:20])=[CH:15][CH:14]=3)[NH:11][C:3]=2[C:4]([O:9][CH3:10])=[CH:5][CH:6]=1. Given the reactants [NH2:1][C:2]1[C:7]([Br:8])=[CH:6][CH:5]=[C:4]([O:9][CH3:10])[C:3]=1[NH:11][C:12](=O)[C:13]1[CH:18]=[CH:17][C:16]([CH:19]([CH3:21])[CH3:20])=[CH:15][CH:14]=1.C(OCC)(=O)C, predict the reaction product. (2) Given the reactants [CH2:1]([N:6]1[C:10](=[O:11])[CH:9]([CH:12]([CH3:16])[C:13](O)=[O:14])[S:8][CH:7]1[C:17]1[CH:22]=[CH:21][CH:20]=[CH:19][CH:18]=1)[CH2:2][CH:3]([CH3:5])[CH3:4].[NH:23]1[CH2:28][CH2:27][CH:26]([N:29]2[CH2:38][C:37]3[C:32](=[CH:33][CH:34]=[CH:35][CH:36]=3)[NH:31][C:30]2=[O:39])[CH2:25][CH2:24]1.C(O)(C(F)(F)F)=O.CCN(C(C)C)C(C)C.CN(C(ON1N=NC2C=CC=NC1=2)=[N+](C)C)C.F[P-](F)(F)(F)(F)F, predict the reaction product. The product is: [CH2:1]([N:6]1[C:10](=[O:11])[CH:9]([CH:12]([CH3:16])[C:13]([N:23]2[CH2:24][CH2:25][CH:26]([N:29]3[CH2:38][C:37]4[C:32](=[CH:33][CH:34]=[CH:35][CH:36]=4)[NH:31][C:30]3=[O:39])[CH2:27][CH2:28]2)=[O:14])[S:8][CH:7]1[C:17]1[CH:22]=[CH:21][CH:20]=[CH:19][CH:18]=1)[CH2:2][CH:3]([CH3:5])[CH3:4]. (3) Given the reactants [Br:1][C:2]1[CH:3]=[CH:4][C:5](=[O:8])[NH:6][CH:7]=1.Br[CH2:10][C:11]1[CH:16]=[CH:15][CH:14]=[CH:13][CH:12]=1, predict the reaction product. The product is: [CH2:10]([O:8][C:5]1[CH:4]=[CH:3][C:2]([Br:1])=[CH:7][N:6]=1)[C:11]1[CH:16]=[CH:15][CH:14]=[CH:13][CH:12]=1.